From a dataset of Reaction yield outcomes from USPTO patents with 853,638 reactions. Predict the reaction yield, written as a fraction of the theoretical maximum amount of product (1.0 means a 100% yield; for example, 0.34 means a 34% yield). (1) The reactants are [Cl:1][C:2]1[C:9]([F:10])=[CH:8][C:5]([CH:6]=[O:7])=[C:4]([N+:11]([O-])=O)[CH:3]=1.Cl.O. The catalyst is CCO.CC(O)=O.[Fe]. The product is [NH2:11][C:4]1[CH:3]=[C:2]([Cl:1])[C:9]([F:10])=[CH:8][C:5]=1[CH:6]=[O:7]. The yield is 0.900. (2) The catalyst is C(Cl)(Cl)Cl. The reactants are [C:1]([O:5][C:6]([N:8]1[CH2:12][CH:11]([O:13][Si:14]([C:17]([CH3:20])([CH3:19])[CH3:18])([CH3:16])[CH3:15])[CH2:10][CH:9]1[C:21]([OH:23])=O)=[O:7])([CH3:4])([CH3:3])[CH3:2].[F:24][C:25]1[CH:31]=[C:30]([I:32])[CH:29]=[CH:28][C:26]=1[NH2:27].CCOC1N(C(OCC)=O)C2C(=CC=CC=2)C=C1.C(N(CC)CC)C. The product is [C:1]([O:5][C:6]([N:8]1[CH2:12][C@H:11]([O:13][Si:14]([C:17]([CH3:20])([CH3:19])[CH3:18])([CH3:16])[CH3:15])[CH2:10][C@@H:9]1[C:21](=[O:23])[NH:27][C:26]1[CH:28]=[CH:29][C:30]([I:32])=[CH:31][C:25]=1[F:24])=[O:7])([CH3:2])([CH3:4])[CH3:3]. The yield is 0.900. (3) The reactants are [C:1]([C:5]1[O:9][N:8]=[C:7]([NH:10][C:11]([NH:13][C:14]2[CH:19]=[CH:18][CH:17]=[C:16]([O:20][C:21]3[C:30]4[C:25](=[CH:26][C:27]([O:33][CH2:34][CH3:35])=[C:28]([O:31][CH3:32])[CH:29]=4)[N:24]=[CH:23][N:22]=3)[CH:15]=2)=[O:12])[CH:6]=1)([CH3:4])([CH3:3])[CH3:2].[ClH:36].C(OCC)C. The catalyst is CO.C(Cl)Cl. The product is [ClH:36].[C:1]([C:5]1[O:9][N:8]=[C:7]([NH:10][C:11]([NH:13][C:14]2[CH:19]=[CH:18][CH:17]=[C:16]([O:20][C:21]3[C:30]4[C:25](=[CH:26][C:27]([O:33][CH2:34][CH3:35])=[C:28]([O:31][CH3:32])[CH:29]=4)[N:24]=[CH:23][N:22]=3)[CH:15]=2)=[O:12])[CH:6]=1)([CH3:4])([CH3:2])[CH3:3]. The yield is 0.160. (4) The reactants are F[P-](F)(F)(F)(F)F.N1(OC(N(C)C)=[N+](C)C)C2C=CC=CC=2N=N1.[Cl:25][C:26]1[CH:34]=[C:33]([C:35]([NH:37][CH2:38][C:39]2[CH:47]=[C:46]3[C:42]([CH:43]=[CH:44][NH:45]3)=[CH:41][CH:40]=2)=[O:36])[CH:32]=[CH:31][C:27]=1[C:28]([OH:30])=O.[CH3:48][O:49][C:50](=[O:59])[CH:51]([P:53]([O:57][CH3:58])([O:55][CH3:56])=[O:54])[NH2:52].ON1C2C=CC=CC=2N=N1.C(N(C(C)C)CC)(C)C. The catalyst is CN(C)C=O. The product is [CH3:48][O:49][C:50](=[O:59])[CH:51]([P:53]([O:55][CH3:56])([O:57][CH3:58])=[O:54])[NH:52][C:28](=[O:30])[C:27]1[CH:31]=[CH:32][C:33]([C:35]([NH:37][CH2:38][C:39]2[CH:47]=[C:46]3[C:42]([CH:43]=[CH:44][NH:45]3)=[CH:41][CH:40]=2)=[O:36])=[CH:34][C:26]=1[Cl:25]. The yield is 0.720. (5) The reactants are Cl[C:2]1[CH:7]=[C:6]2[NH:8][C:9](=[O:42])[C:10]3([CH:15]([C:16]4[CH:21]=[CH:20][CH:19]=[C:18]([Cl:22])[CH:17]=4)[CH2:14][C:13](=[O:23])[NH:12][CH:11]3C3C=C(Cl)C=CC=3OC3CCC4(OCCO4)CC3)[C:5]2=[CH:4][CH:3]=1.Cl.C([O-])(O)=O.[Na+]. The catalyst is O1CCCC1.O. The product is [Cl:22][C:18]1[CH:17]=[C:16]([CH:15]2[CH2:14][C:13](=[O:23])[NH:12][CH2:11][C:10]32[C:5]2[C:6](=[CH:7][CH:2]=[CH:3][CH:4]=2)[NH:8][C:9]3=[O:42])[CH:21]=[CH:20][CH:19]=1. The yield is 0.540. (6) The reactants are [F:1][C:2]1[CH:7]=[CH:6][CH:5]=[C:4]([F:8])[C:3]=1[N:9]1[C:14]2[N:15]=[C:16](S(C)=O)[N:17]=[C:18]([C:19]3[CH:20]=[C:21]([CH:28]=[CH:29][C:30]=3[CH3:31])[C:22]([NH:24][CH:25]([CH3:27])[CH3:26])=[O:23])[C:13]=2[CH2:12][NH:11][C:10]1=[O:35].Cl.Cl.[NH:38]1[CH:42]=[CH:41][N:40]=[C:39]1[CH2:43][NH2:44].C(N(CC)C(C)C)(C)C. The catalyst is C1COCC1. The product is [F:1][C:2]1[CH:7]=[CH:6][CH:5]=[C:4]([F:8])[C:3]=1[N:9]1[C:14]2[N:15]=[C:16]([NH:44][CH2:43][C:39]3[NH:38][CH:42]=[CH:41][N:40]=3)[N:17]=[C:18]([C:19]3[CH:20]=[C:21]([CH:28]=[CH:29][C:30]=3[CH3:31])[C:22]([NH:24][CH:25]([CH3:27])[CH3:26])=[O:23])[C:13]=2[CH2:12][NH:11][C:10]1=[O:35]. The yield is 0.330. (7) The reactants are [C:1]1([CH2:7][CH2:8][CH2:9][CH2:10][CH2:11][CH2:12][CH2:13][CH2:14][CH2:15][CH2:16][CH2:17][CH3:18])[CH:6]=[CH:5][CH:4]=[CH:3][CH:2]=1.[OH:19][S:20](O)(=[O:22])=[O:21].[OH-].[K+:25]. No catalyst specified. The product is [CH2:7]([C:1]1[CH:6]=[CH:5][C:4]([S:20]([O-:22])(=[O:21])=[O:19])=[CH:3][CH:2]=1)[CH2:8][CH2:9][CH2:10][CH2:11][CH2:12][CH2:13][CH2:14][CH2:15][CH2:16][CH2:17][CH3:18].[K+:25]. The yield is 0.840. (8) The reactants are [CH2:1]([C:4]1([S:7]([N:10]2[C:14]3=[CH:15][C:16]4[S:20][N:19]=[N:18][C:17]=4[C:21]([F:22])=[C:13]3[N:12]([C:23]3[CH:28]=[CH:27][C:26]([Br:29])=[CH:25][C:24]=3[Cl:30])C2=O)(=[O:9])=[O:8])[CH2:6][CH2:5]1)[CH:2]=[CH2:3].C[Si](C)(C)[O-].[K+]. The catalyst is C1COCC1. The product is [CH2:1]([C:4]1([S:7]([NH:10][C:14]2[C:13]([NH:12][C:23]3[CH:28]=[CH:27][C:26]([Br:29])=[CH:25][C:24]=3[Cl:30])=[C:21]([F:22])[C:17]3[N:18]=[N:19][S:20][C:16]=3[CH:15]=2)(=[O:8])=[O:9])[CH2:5][CH2:6]1)[CH:2]=[CH2:3]. The yield is 0.945. (9) The reactants are C(O[CH:4](OCC)[CH:5]1[C:14]2([CH2:19][CH2:18][N:17]([C:20]([O:22][C:23]([CH3:26])([CH3:25])[CH3:24])=[O:21])[CH2:16][CH2:15]2)[O:13][C:12]2[C:7](=[CH:8][CH:9]=[CH:10][CH:11]=2)[C:6]1=O)C.[NH2:31][NH2:32].Cl. The catalyst is CCO. The product is [N:17]1([C:20]([O:22][C:23]([CH3:25])([CH3:26])[CH3:24])=[O:21])[CH2:16][CH2:15][C:14]2([C:5]3[CH:4]=[N:32][NH:31][C:6]=3[C:7]3[CH:8]=[CH:9][CH:10]=[CH:11][C:12]=3[O:13]2)[CH2:19][CH2:18]1. The yield is 0.710. (10) The reactants are [Cl:1][C:2]1[CH:7]=[CH:6][C:5]([CH3:8])=[CH:4][C:3]=1[O:9][CH3:10].C1C(=O)N([Br:18])C(=O)C1.CC(N=NC(C#N)(C)C)(C#N)C. The catalyst is C(Cl)(Cl)(Cl)Cl. The product is [Br:18][CH2:8][C:5]1[CH:6]=[CH:7][C:2]([Cl:1])=[C:3]([O:9][CH3:10])[CH:4]=1. The yield is 0.920.